This data is from Human liver microsome stability data. The task is: Regression/Classification. Given a drug SMILES string, predict its absorption, distribution, metabolism, or excretion properties. Task type varies by dataset: regression for continuous measurements (e.g., permeability, clearance, half-life) or binary classification for categorical outcomes (e.g., BBB penetration, CYP inhibition). Dataset: hlm. (1) The drug is C=C(C)[C@@H]1CC[C@]2(NCCC3CCS(=O)(=O)CC3)CC[C@]3(C)[C@H](CC[C@@H]4[C@@]5(C)CC=C(c6ccc(C(=O)O)cc6)C(C)(C)[C@@H]5CC[C@]43C)[C@@H]12. The result is 0 (unstable in human liver microsomes). (2) The compound is CC(C)NC(=O)[C@@H]1C[C@@H](NC(=O)c2ccccc2)CN1C(=O)CN. The result is 0 (unstable in human liver microsomes).